Dataset: Catalyst prediction with 721,799 reactions and 888 catalyst types from USPTO. Task: Predict which catalyst facilitates the given reaction. (1) Reactant: [CH3:1][C:2]1[CH:3]=[C:4]([CH2:9][OH:10])[CH:5]=[C:6]([CH3:8])[CH:7]=1.[NH:11]1[CH2:16][CH2:15][CH:14]([NH:17][C:18](=[O:24])[O:19][C:20]([CH3:23])([CH3:22])[CH3:21])[CH2:13][CH2:12]1.CN([CH:28]=[O:29])C. Product: [C:20]([O:19][C:18]([NH:17][CH:14]1[CH2:13][CH2:12][N:11]([C:28]([O:10][CH2:9][C:4]2[CH:5]=[C:6]([CH3:8])[CH:7]=[C:2]([CH3:1])[CH:3]=2)=[O:29])[CH2:16][CH2:15]1)=[O:24])([CH3:21])([CH3:23])[CH3:22]. The catalyst class is: 25. (2) Reactant: [N:1]1([CH2:5][CH2:6][N:7]2[CH:11]=[C:10]([C:12]3[CH:17]=[CH:16][C:15]([F:18])=[C:14]([CH3:19])[CH:13]=3)[N:9]=[C:8]2[CH:20]2[CH2:25][CH2:24][NH:23][CH2:22][CH2:21]2)[CH2:4][CH2:3][CH2:2]1.Cl[C:27]1[N:32]=[CH:31][N:30]=[C:29]([NH2:33])[C:28]=1[CH:34]([CH3:36])[CH3:35].C(=O)([O-])[O-].[K+].[K+]. Product: [N:1]1([CH2:5][CH2:6][N:7]2[CH:11]=[C:10]([C:12]3[CH:17]=[CH:16][C:15]([F:18])=[C:14]([CH3:19])[CH:13]=3)[N:9]=[C:8]2[CH:20]2[CH2:21][CH2:22][N:23]([C:27]3[N:32]=[CH:31][N:30]=[C:29]([NH2:33])[C:28]=3[CH:34]([CH3:36])[CH3:35])[CH2:24][CH2:25]2)[CH2:2][CH2:3][CH2:4]1. The catalyst class is: 16. (3) Reactant: [Br:1][C:2]1[CH:3]=[C:4]([CH3:18])[C:5]([C:8]2[CH2:13][CH2:12][CH:11]([NH:14][CH2:15][CH2:16][OH:17])[CH2:10][CH:9]=2)=[N:6][CH:7]=1.C(N(CC)CC)C.Cl[CH2:27][C:28](Cl)=[O:29].O. Product: [Br:1][C:2]1[CH:3]=[C:4]([CH3:18])[C:5]([C:8]2[CH2:13][CH2:12][CH:11]([N:14]3[CH2:15][CH2:16][O:17][CH2:27][C:28]3=[O:29])[CH2:10][CH:9]=2)=[N:6][CH:7]=1. The catalyst class is: 4. (4) Product: [C:21]([O:20][C:18]([N:6]1[CH2:7][C@@H:8]([NH:10][C:11]2[CH:16]=[CH:15][CH:14]=[C:13]([Cl:17])[CH:12]=2)[CH2:9][C@H:5]1[C:3]([OH:4])=[O:2])=[O:19])([CH3:24])([CH3:22])[CH3:23]. The catalyst class is: 1. Reactant: C[O:2][C:3]([C@@H:5]1[CH2:9][C@H:8]([NH:10][C:11]2[CH:16]=[CH:15][CH:14]=[C:13]([Cl:17])[CH:12]=2)[CH2:7][N:6]1[C:18]([O:20][C:21]([CH3:24])([CH3:23])[CH3:22])=[O:19])=[O:4].O[Li].O. (5) Reactant: Cl[C:2]1[CH:7]=[C:6]([C:8]2[CH:13]=[CH:12][C:11]([F:14])=[C:10]([Cl:15])[CH:9]=2)[N:5]=[C:4]([C:16]2[CH:21]=[CH:20][N:19]=[CH:18][CH:17]=2)[N:3]=1.FC(F)(F)C1C(N2CCNCC2)=NC=CC=1.C([O-])([O-])=[O:39].[K+].[K+]. Product: [Cl:15][C:10]1[CH:9]=[C:8]([C:6]2[N:5]=[C:4]([C:16]3[CH:21]=[CH:20][N:19]=[CH:18][CH:17]=3)[N:3]=[C:2]([OH:39])[CH:7]=2)[CH:13]=[CH:12][C:11]=1[F:14]. The catalyst class is: 287. (6) The catalyst class is: 386. Product: [CH2:5]([NH2:15])[C:6]1[CH:14]=[CH:13][C:11]([OH:12])=[C:8]([O:9][CH3:10])[CH:7]=1. Reactant: Cl.[H][H].Cl.[CH2:5]([NH2:15])[C:6]1[CH:14]=[CH:13][C:11]([OH:12])=[C:8]([O:9][CH3:10])[CH:7]=1. (7) Reactant: [NH2:1][C:2]1[N:7]=[CH:6][N:5]=[C:4]2[N:8]([C@@H:24]3[CH2:29][CH2:28][CH2:27][N:26](C(OC(C)(C)C)=O)[CH2:25]3)[N:9]=[C:10]([C:11]3[CH:16]=[CH:15][C:14]([O:17][C:18]4[CH:23]=[CH:22][CH:21]=[CH:20][CH:19]=4)=[CH:13][CH:12]=3)[C:3]=12.[ClH:37]. Product: [ClH:37].[O:17]([C:14]1[CH:13]=[CH:12][C:11]([C:10]2[C:3]3[C:4](=[N:5][CH:6]=[N:7][C:2]=3[NH2:1])[N:8]([C@@H:24]3[CH2:29][CH2:28][CH2:27][NH:26][CH2:25]3)[N:9]=2)=[CH:16][CH:15]=1)[C:18]1[CH:23]=[CH:22][CH:21]=[CH:20][CH:19]=1. The catalyst class is: 472. (8) Reactant: Br[C:2]1[N:3]([CH:19]2[CH2:24][CH2:23][CH2:22][CH2:21][O:20]2)[C:4]2[C:9]([N:10]=1)=[C:8]([NH2:11])[N:7]=[C:6]([O:12][CH2:13][CH:14]1[CH2:18][CH2:17][CH2:16][O:15]1)[N:5]=2.[CH3:25][O-:26].[Na+]. Product: [CH3:25][O:26][C:2]1[N:3]([CH:19]2[CH2:24][CH2:23][CH2:22][CH2:21][O:20]2)[C:4]2[C:9]([N:10]=1)=[C:8]([NH2:11])[N:7]=[C:6]([O:12][CH2:13][CH:14]1[CH2:18][CH2:17][CH2:16][O:15]1)[N:5]=2. The catalyst class is: 5. (9) Reactant: C1(P(C2C=CC=CC=2)C2C=CC=CC=2)C=CC=CC=1.C(OC([N+](C(OC(C)C)=O)=[N-])=O)(C)C.[C:34]1([C:40](=[N:47][C@@H:48]2[CH2:53][CH2:52][N:51]([C:54]([O:56][CH2:57][C:58]3[CH:63]=[CH:62][CH:61]=[CH:60][CH:59]=3)=[O:55])[CH2:50][C@H:49]2O)[C:41]2[CH:46]=[CH:45][CH:44]=[CH:43][CH:42]=2)[CH:39]=[CH:38][CH:37]=[CH:36][CH:35]=1.C1(P([N:79]=[N+:80]=[N-:81])(C2C=CC=CC=2)=O)C=CC=CC=1. Product: [N:79]([C@@H:49]1[C@H:48]([N:47]=[C:40]([C:41]2[CH:46]=[CH:45][CH:44]=[CH:43][CH:42]=2)[C:34]2[CH:39]=[CH:38][CH:37]=[CH:36][CH:35]=2)[CH2:53][CH2:52][N:51]([C:54]([O:56][CH2:57][C:58]2[CH:63]=[CH:62][CH:61]=[CH:60][CH:59]=2)=[O:55])[CH2:50]1)=[N+:80]=[N-:81]. The catalyst class is: 49. (10) Reactant: [Cl:1][C:2]1[CH:28]=[CH:27][CH:26]=[C:25]([Cl:29])[C:3]=1[C:4]([NH:6][C:7]1[CH:12]=[CH:11][N:10]=[C:9]([NH:13][C:14]2[CH:24]=[CH:23][C:17]([C:18]([O:20]CC)=[O:19])=[CH:16][CH:15]=2)[CH:8]=1)=[O:5].[Li+].[OH-].Cl. The catalyst class is: 1. Product: [Cl:1][C:2]1[CH:28]=[CH:27][CH:26]=[C:25]([Cl:29])[C:3]=1[C:4]([NH:6][C:7]1[CH:12]=[CH:11][N:10]=[C:9]([NH:13][C:14]2[CH:24]=[CH:23][C:17]([C:18]([OH:20])=[O:19])=[CH:16][CH:15]=2)[CH:8]=1)=[O:5].